This data is from Reaction yield outcomes from USPTO patents with 853,638 reactions. The task is: Predict the reaction yield, written as a fraction of the theoretical maximum amount of product (1.0 means a 100% yield; for example, 0.34 means a 34% yield). (1) The reactants are [N:1]1([C:10]2[N:15]=[C:14]([NH:16][CH:17]3[CH2:22][CH2:21][O:20][CH2:19][CH2:18]3)[C:13]([N+:23]([O-])=O)=[C:12]([C:26]3[CH:31]=[CH:30][CH:29]=[CH:28][CH:27]=3)[N:11]=2)[C:5]2[CH:6]=[CH:7][CH:8]=[CH:9][C:4]=2[N:3]=[CH:2]1.[O-]S(S([O-])=O)=O.[Na+].[Na+].C([O-])(O)=O.[Na+].CO. The catalyst is C1COCC1.O.C(OCC)(=O)C. The product is [N:1]1([C:10]2[N:15]=[C:14]([NH:16][CH:17]3[CH2:18][CH2:19][O:20][CH2:21][CH2:22]3)[C:13]([NH2:23])=[C:12]([C:26]3[CH:31]=[CH:30][CH:29]=[CH:28][CH:27]=3)[N:11]=2)[C:5]2[CH:6]=[CH:7][CH:8]=[CH:9][C:4]=2[N:3]=[CH:2]1. The yield is 0.680. (2) The reactants are [CH3:1][C:2]([CH3:14])([CH3:13])[C:3]([NH:5][C:6]1[CH:11]=[CH:10][CH:9]=[CH:8][C:7]=1[CH3:12])=O.[Li]CCCC.[NH4+].[Cl-]. The catalyst is C1COCC1. The product is [C:2]([C:3]1[NH:5][C:6]2[C:7]([CH:12]=1)=[CH:8][CH:9]=[CH:10][CH:11]=2)([CH3:14])([CH3:13])[CH3:1]. The yield is 0.880. (3) The reactants are [CH3:1][C:2]1[C:3]([CH2:9][N:10]([CH2:17][C:18]2[C:23]([C:24]([CH3:32])([C:26]3[CH:31]=[CH:30][CH:29]=[CH:28][CH:27]=3)[CH3:25])=[CH:22][CH:21]=[CH:20][N:19]=2)[CH:11]2[CH2:16][CH2:15][NH:14][CH2:13][CH2:12]2)=[N:4][CH:5]=[C:6]([CH3:8])[CH:7]=1.[O:33]([C:40](NO)=[O:41])C1C=CC=CC=1. The catalyst is C1COCC1. The product is [CH3:1][C:2]1[C:3]([CH2:9][N:10]([CH2:17][C:18]2[C:23]([C:24]([CH3:32])([C:26]3[CH:27]=[CH:28][CH:29]=[CH:30][CH:31]=3)[CH3:25])=[CH:22][CH:21]=[CH:20][N:19]=2)[CH:11]2[CH2:12][CH2:13][N:14]([C:40]([OH:41])=[O:33])[CH2:15][CH2:16]2)=[N:4][CH:5]=[C:6]([CH3:8])[CH:7]=1. The yield is 0.820. (4) The yield is 0.0900. The product is [OH:22][C:19]([C:16]1[CH:17]=[CH:18][C:13]([C:12]([NH:11][C:4]2[CH:3]=[C:2]([C:30]3[CH:29]=[CH:28][CH:27]=[C:26]([O:25][CH3:24])[CH:31]=3)[N:7]3[N:8]=[CH:9][CH:10]=[C:6]3[N:5]=2)=[O:23])=[CH:14][CH:15]=1)([CH3:21])[CH3:20]. The catalyst is CO.C1C=CC(P(C2C=CC=CC=2)[C-]2C=CC=C2)=CC=1.C1C=CC(P(C2C=CC=CC=2)[C-]2C=CC=C2)=CC=1.Cl[Pd]Cl.[Fe+2]. The reactants are Cl[C:2]1[N:7]2[N:8]=[CH:9][CH:10]=[C:6]2[N:5]=[C:4]([NH:11][C:12](=[O:23])[C:13]2[CH:18]=[CH:17][C:16]([C:19]([OH:22])([CH3:21])[CH3:20])=[CH:15][CH:14]=2)[CH:3]=1.[CH3:24][O:25][C:26]1[CH:27]=[C:28](B(O)O)[CH:29]=[CH:30][CH:31]=1.O1CCOCC1. (5) The reactants are [O:1]=[C:2]1[C:7]([CH2:8][C:9]2[CH:14]=[CH:13][C:12]([C:15]3[C:16]([C:21]#[N:22])=[CH:17][CH:18]=[CH:19][CH:20]=3)=[CH:11][CH:10]=2)=[C:6]([CH2:23][CH2:24][CH3:25])[N:5]2[N:26]=[CH:27][N:28]=[C:4]2[N:3]1[CH:29]1[CH2:37][CH2:36][C:35]2[NH:34][N:33]=[CH:32][C:31]=2[CH2:30]1.[H-].[Na+].CN(C)C(=O)C.[CH3:46][C:47]1([CH3:50])[CH2:49][O:48]1. The catalyst is O.C(OCC)(=O)C. The product is [OH:48][C:47]([CH3:50])([CH3:49])[CH2:46][N:33]1[CH:32]=[C:31]2[C:35]([CH2:36][CH2:37][CH:29]([N:3]3[C:2](=[O:1])[C:7]([CH2:8][C:9]4[CH:10]=[CH:11][C:12]([C:15]5[C:16]([C:21]#[N:22])=[CH:17][CH:18]=[CH:19][CH:20]=5)=[CH:13][CH:14]=4)=[C:6]([CH2:23][CH2:24][CH3:25])[N:5]4[N:26]=[CH:27][N:28]=[C:4]34)[CH2:30]2)=[N:34]1. The yield is 0.110. (6) The yield is 0.340. The product is [F:1][C:2]1[CH:3]=[C:4]2[C:8](=[CH:9][CH:10]=1)[N:7]([CH2:11][C:12]1[O:13][C:14]([C:17]([F:19])([F:20])[F:18])=[CH:15][CH:16]=1)[C:6](=[O:21])[C:5]12[C:24]2=[CH:25][C:26]3[O:30][CH2:29][O:28][C:27]=3[CH:31]=[C:32]2[O:23][CH2:22]1. The reactants are [F:1][C:2]1[CH:3]=[C:4]2[C:8](=[CH:9][CH:10]=1)[N:7]([CH2:11][C:12]1[O:13][C:14]([C:17]([F:20])([F:19])[F:18])=[CH:15][CH:16]=1)[C:6](=[O:21])[C:5]2([C:24]1[C:32](O)=[CH:31][C:27]2[O:28][CH2:29][O:30][C:26]=2[CH:25]=1)[CH2:22][OH:23].C(P(CCCC)CCCC)CCC.N(C(OC(C)(C)C)=O)=NC(OC(C)(C)C)=O. The catalyst is O1CCCC1. (7) The reactants are [Cl:1][C:2]1[C:3]([F:11])=[C:4]([CH:8]=[CH:9][CH:10]=1)[C:5]([OH:7])=O.[Cl-].ClC1N(C)C=C[N+]=1C.C(N(C(C)C)CC)(C)C.[Cl:30][C:31]1[CH:40]=[C:39]2[C:34]([C:35](=[O:67])[N:36]([NH:60][C:61]3[CH:66]=[CH:65][CH:64]=[CH:63][CH:62]=3)[C:37]([C@H:41]([NH:45][CH2:46][CH2:47][CH2:48][N:49]3[C:57](=[O:58])[C:56]4[C:51](=[CH:52][CH:53]=[CH:54][CH:55]=4)[C:50]3=[O:59])[CH2:42][C:43]#[CH:44])=[N:38]2)=[CH:33][CH:32]=1.C(=O)([O-])[O-].[Na+].[Na+]. The catalyst is C(#N)C. The product is [Cl:1][C:2]1[C:3]([F:11])=[C:4]([CH:8]=[CH:9][CH:10]=1)[C:5]([N:45]([C@@H:41]([C:37]1[N:36]([NH:60][C:61]2[CH:66]=[CH:65][CH:64]=[CH:63][CH:62]=2)[C:35](=[O:67])[C:34]2[C:39](=[CH:40][C:31]([Cl:30])=[CH:32][CH:33]=2)[N:38]=1)[CH2:42][C:43]#[CH:44])[CH2:46][CH2:47][CH2:48][N:49]1[C:50](=[O:59])[C:51]2[C:56](=[CH:55][CH:54]=[CH:53][CH:52]=2)[C:57]1=[O:58])=[O:7]. The yield is 0.960. (8) The reactants are [N:1]1[C:2]([C:10](OCC)=[O:11])=[CH:3][N:4]2[CH:9]=[CH:8][CH:7]=[CH:6][C:5]=12.C1COCC1.[BH4-].[Li+].[OH-].[Na+]. The catalyst is CO. The product is [N:1]1[C:2]([CH2:10][OH:11])=[CH:3][N:4]2[CH:9]=[CH:8][CH:7]=[CH:6][C:5]=12. The yield is 0.800.